Dataset: Reaction yield outcomes from USPTO patents with 853,638 reactions. Task: Predict the reaction yield, written as a fraction of the theoretical maximum amount of product (1.0 means a 100% yield; for example, 0.34 means a 34% yield). (1) The reactants are [CH2:1]1[CH2:8][C:7]2[CH:9]=[CH:10][C:11]([F:13])=[CH:12][C:6]=2[C:4](=[O:5])[CH2:3][CH2:2]1.[Br:14]Br.O. The catalyst is C(O)(=O)C. The product is [Br:14][CH:3]1[CH2:2][CH2:1][CH2:8][C:7]2[CH:9]=[CH:10][C:11]([F:13])=[CH:12][C:6]=2[C:4]1=[O:5]. The yield is 1.00. (2) The reactants are [CH:1]1([NH:6][C:7]2[C:8]3[N:9]([C:13]([C:23]4[CH:28]=[CH:27][N:26]=[C:25]([NH:29][CH:30]5[CH2:34][CH2:33][CH2:32][CH2:31]5)[N:24]=4)=[C:14]([C:16]4[CH:17]=[C:18]([OH:22])[CH:19]=[CH:20][CH:21]=4)[N:15]=3)[CH:10]=[CH:11][CH:12]=2)[CH2:5][CH2:4][CH2:3][CH2:2]1.C(=O)([O-])[O-].[Cs+].[Cs+].[CH2:41](Br)[CH:42]=[CH2:43].CCOCC. The catalyst is CN(C)C=O.O. The product is [CH2:43]([O:22][C:18]1[CH:17]=[C:16]([C:14]2[N:15]=[C:8]3[C:7]([NH:6][CH:1]4[CH2:5][CH2:4][CH2:3][CH2:2]4)=[CH:12][CH:11]=[CH:10][N:9]3[C:13]=2[C:23]2[CH:28]=[CH:27][N:26]=[C:25]([NH:29][CH:30]3[CH2:34][CH2:33][CH2:32][CH2:31]3)[N:24]=2)[CH:21]=[CH:20][CH:19]=1)[CH:42]=[CH2:41]. The yield is 0.770. (3) The reactants are [H-].[Na+].[Cl:3][C:4]1[C:5]2[CH:12]=[CH:11][NH:10][C:6]=2[N:7]=[CH:8][N:9]=1.[CH:13]([Si:16](Cl)([CH:20]([CH3:22])[CH3:21])[CH:17]([CH3:19])[CH3:18])([CH3:15])[CH3:14]. The catalyst is O1CCCC1. The product is [Cl:3][C:4]1[C:5]2[CH:12]=[CH:11][N:10]([Si:16]([CH:20]([CH3:22])[CH3:21])([CH:17]([CH3:19])[CH3:18])[CH:13]([CH3:15])[CH3:14])[C:6]=2[N:7]=[CH:8][N:9]=1. The yield is 0.990. (4) The reactants are [F:1][C:2]([F:31])([F:30])[C:3]1[CH:8]=[CH:7][C:6]([N:9]2[CH2:14][CH2:13][N:12]([S:15]([C:18]3[CH:19]=[C:20]4[C:24](=[CH:25][CH:26]=3)[N:23](C(=O)C)[CH2:22][CH2:21]4)(=[O:17])=[O:16])[CH2:11][CH2:10]2)=[CH:5][CH:4]=1. The catalyst is O1CCOCC1. The product is [F:30][C:2]([F:1])([F:31])[C:3]1[CH:8]=[CH:7][C:6]([N:9]2[CH2:10][CH2:11][N:12]([S:15]([C:18]3[CH:19]=[C:20]4[C:24](=[CH:25][CH:26]=3)[NH:23][CH2:22][CH2:21]4)(=[O:16])=[O:17])[CH2:13][CH2:14]2)=[CH:5][CH:4]=1. The yield is 0.750. (5) The reactants are [Br:1][C:2]1[CH:3]=[C:4]2C(=[C:9]([C:11]([OH:13])=[O:12])[CH:10]=1)NC=[C:5]2[CH:14]([CH3:16])[CH3:15].I[CH3:18].[H-].[Na+].[CH3:21][N:22]([CH:24]=O)[CH3:23]. No catalyst specified. The product is [Br:1][C:2]1[CH:3]=[C:4]2[C:23](=[C:9]([C:11]([O:13][CH3:18])=[O:12])[CH:10]=1)[N:22]([CH3:21])[CH:24]=[C:5]2[CH:14]([CH3:16])[CH3:15]. The yield is 0.640. (6) The reactants are [H-].[Al+3].[Li+].[H-].[H-].[H-].[C:7](Cl)(=[O:17])[C:8]1[CH:16]=[CH:15][CH:14]=[C:10]([C:11](Cl)=[O:12])[CH:9]=1. The product is [C:8]1([CH2:7][OH:17])[CH:16]=[CH:15][CH:14]=[C:10]([CH2:11][OH:12])[CH:9]=1. The catalyst is O1CCCC1. The yield is 0.940.